This data is from Full USPTO retrosynthesis dataset with 1.9M reactions from patents (1976-2016). The task is: Predict the reactants needed to synthesize the given product. (1) Given the product [O:1]([C:8]1[CH:9]=[C:10]([CH:16]=[CH:17][CH:18]=1)[C:11]([OH:13])=[O:12])[C:2]1[CH:3]=[CH:4][CH:5]=[CH:6][CH:7]=1, predict the reactants needed to synthesize it. The reactants are: [O:1]([C:8]1[CH:9]=[C:10]([CH:16]=[CH:17][CH:18]=1)[C:11]([O:13]CC)=[O:12])[C:2]1[CH:7]=[CH:6][CH:5]=[CH:4][CH:3]=1.[OH-].[Na+]. (2) Given the product [NH2:11][CH2:10][C:4]1[C:5](=[O:9])[NH:6][C:7]([CH3:8])=[C:2]([F:1])[C:3]=1[CH:12]([CH3:14])[CH3:13], predict the reactants needed to synthesize it. The reactants are: [F:1][C:2]1[C:3]([CH:12]([CH3:14])[CH3:13])=[C:4]([C:10]#[N:11])[C:5](=[O:9])[NH:6][C:7]=1[CH3:8]. (3) Given the product [Cl:1][C:2]1[CH:15]=[CH:14][C:5]([C:6]2[N:12]([CH3:13])[C:10](=[O:11])[NH:9][N:8]=2)=[CH:4][CH:3]=1, predict the reactants needed to synthesize it. The reactants are: [Cl:1][C:2]1[CH:15]=[CH:14][C:5]([C:6]([NH:8][NH:9][C:10]([NH:12][CH3:13])=[O:11])=O)=[CH:4][CH:3]=1.C(O)(=O)CC(CC(O)=O)(C(O)=O)O. (4) Given the product [Cl:1][C:2]1[CH:7]=[CH:6][C:5]([NH:8][C:9]([N:11]2[CH2:12][CH2:13][CH2:14][CH2:15]2)=[O:10])=[CH:4][C:3]=1[C:16]1[N:17]=[C:18]2[N:23]=[CH:22][C:21]([C:24]3[CH2:29][CH2:28][NH:27][CH2:26][CH:25]=3)=[CH:20][N:19]2[CH:37]=1, predict the reactants needed to synthesize it. The reactants are: [Cl:1][C:2]1[CH:7]=[CH:6][C:5]([NH:8][C:9]([N:11]2[CH2:15][CH2:14][CH2:13][CH2:12]2)=[O:10])=[CH:4][C:3]=1[C:16]1[N:17]=[C:18]2[N:23]=[CH:22][C:21]([C:24]3[CH2:29][CH2:28][N:27](C(OC(C)(C)C)=O)[CH2:26][CH:25]=3)=[CH:20][N:19]2[CH:37]=1. (5) Given the product [Cl:13][C:14]1[N:15]=[N:16][C:17]([NH:10][CH2:9][C:8]([C:5]2[CH:4]=[CH:3][C:2]([F:1])=[CH:7][CH:6]=2)([CH3:12])[CH3:11])=[CH:18][CH:19]=1, predict the reactants needed to synthesize it. The reactants are: [F:1][C:2]1[CH:7]=[CH:6][C:5]([C:8]([CH3:12])([CH3:11])[CH2:9][NH2:10])=[CH:4][CH:3]=1.[Cl:13][C:14]1[N:15]=[N:16][C:17](Cl)=[CH:18][CH:19]=1.C([O-])([O-])=O.[K+].[K+]. (6) Given the product [NH2:19][C:10]1[C:9]2[N:8]=[CH:7][N:6]([CH2:5][CH2:4][CH2:3][CH2:2][NH:1][C:28](=[O:29])[C:25]3[CH:24]=[CH:23][C:22]([C:20]#[N:21])=[N:27][CH:26]=3)[C:18]=2[C:17]2[CH:16]=[CH:15][CH:14]=[CH:13][C:12]=2[N:11]=1, predict the reactants needed to synthesize it. The reactants are: [NH2:1][CH2:2][CH2:3][CH2:4][CH2:5][N:6]1[C:18]2[C:17]3[CH:16]=[CH:15][CH:14]=[CH:13][C:12]=3[N:11]=[C:10]([NH2:19])[C:9]=2[N:8]=[CH:7]1.[C:20]([C:22]1[N:27]=[CH:26][C:25]([C:28](Cl)=[O:29])=[CH:24][CH:23]=1)#[N:21]. (7) Given the product [OH:8][CH2:9][CH2:10][CH:11]1[C:19]2[C:14](=[CH:15][CH:16]=[CH:17][CH:18]=2)[C:13](=[O:20])[N:12]1[C:21]1[C:29]2[C:24](=[N:25][CH:26]=[C:27]([C:30]3[CH:35]=[CH:34][C:33]([S:36]([CH:39]([CH3:40])[CH3:41])(=[O:38])=[O:37])=[CH:32][CH:31]=3)[N:28]=2)[N:23]([C:42]([C:43]2[CH:48]=[CH:47][CH:46]=[CH:45][CH:44]=2)([C:49]2[CH:50]=[CH:51][CH:52]=[CH:53][CH:54]=2)[C:55]2[CH:56]=[CH:57][CH:58]=[CH:59][CH:60]=2)[CH:22]=1, predict the reactants needed to synthesize it. The reactants are: [Si]([O:8][CH2:9][CH2:10][CH:11]1[C:19]2[C:14](=[CH:15][CH:16]=[CH:17][CH:18]=2)[C:13](=[O:20])[N:12]1[C:21]1[C:29]2[C:24](=[N:25][CH:26]=[C:27]([C:30]3[CH:35]=[CH:34][C:33]([S:36]([CH:39]([CH3:41])[CH3:40])(=[O:38])=[O:37])=[CH:32][CH:31]=3)[N:28]=2)[N:23]([C:42]([C:55]2[CH:60]=[CH:59][CH:58]=[CH:57][CH:56]=2)([C:49]2[CH:54]=[CH:53][CH:52]=[CH:51][CH:50]=2)[C:43]2[CH:48]=[CH:47][CH:46]=[CH:45][CH:44]=2)[CH:22]=1)(C(C)(C)C)(C)C.CCCC[N+](CCCC)(CCCC)CCCC.[F-].